Dataset: Experimentally validated miRNA-target interactions with 360,000+ pairs, plus equal number of negative samples. Task: Binary Classification. Given a miRNA mature sequence and a target amino acid sequence, predict their likelihood of interaction. The miRNA is hsa-miR-4662b with sequence AAAGAUGGACAAUUGGCUAAAU. Result: 1 (interaction). The protein sequence of the target gene is MMLIPMASVMAVTEPKWVSVWSRFLWVTLLSMVLGSLLALLLPLGAVEEQCLAVLKGLYLLRSKPDRAQHAATKCTSPSTELSITSRGATLLVAKTKASPAGKLEARAALNQALEMKRQGKREKAQKLFMHALKMDPDFVDALTEFGIFSEEDKDIIQADYLYTRALTISPYHEKALVNRDRTLPLVEEIDQRYFSIIDSKVKKVMSIPKGNSALRRVMEETYYHHIYHTVAIEGNTLTLSEIRHILETRYAVPGKSLEEQNEVIGMHAAMKYINTTLVSRIGSVTISDVLEIHRRVLGY....